Predict which catalyst facilitates the given reaction. From a dataset of Catalyst prediction with 721,799 reactions and 888 catalyst types from USPTO. Reactant: N.Br[C:3]1[N:4]=[CH:5][CH:6]=[C:7]2[CH:11]=[CH:10][NH:9][C:8]=12.BrC1C([N+]([O-])=O)=CC=C[N:14]=1. The catalyst class is: 536. Product: [NH2:14][C:3]1[N:4]=[CH:5][CH:6]=[C:7]2[CH:11]=[CH:10][NH:9][C:8]=12.